From a dataset of Full USPTO retrosynthesis dataset with 1.9M reactions from patents (1976-2016). Predict the reactants needed to synthesize the given product. (1) Given the product [Cl:35][C:19]1[CH:18]=[C:17]([O:16][C:10]2[C:9]3[C:14](=[CH:15][C:6]([O:5][CH2:4][CH2:3][CH2:2][N:44]4[CH2:49][CH2:48][O:47][CH2:46][CH2:45]4)=[C:7]([O:36][CH3:37])[CH:8]=3)[N:13]=[CH:12][CH:11]=2)[CH:22]=[CH:21][C:20]=1[NH:23][C:24]([NH:26][C:27]1[CH:32]=[CH:31][C:30]([F:33])=[CH:29][C:28]=1[F:34])=[O:25], predict the reactants needed to synthesize it. The reactants are: Br[CH2:2][CH2:3][CH2:4][O:5][C:6]1[CH:15]=[C:14]2[C:9]([C:10]([O:16][C:17]3[CH:22]=[CH:21][C:20]([NH:23][C:24]([NH:26][C:27]4[CH:32]=[CH:31][C:30]([F:33])=[CH:29][C:28]=4[F:34])=[O:25])=[C:19]([Cl:35])[CH:18]=3)=[CH:11][CH:12]=[N:13]2)=[CH:8][C:7]=1[O:36][CH3:37].C(=O)([O-])[O-].[K+].[K+].[NH:44]1[CH2:49][CH2:48][O:47][CH2:46][CH2:45]1.O. (2) The reactants are: [C:1]([N:5]=[CH:6][C:7](=[O:12])[C:8]([CH3:11])([CH3:10])[CH3:9])([CH3:4])([CH3:3])[CH3:2].[C:13]([Li])([CH3:16])([CH3:15])[CH3:14]. Given the product [C:1]([N:5]=[CH:6][C:7]([OH:12])([C:13]([CH3:16])([CH3:15])[CH3:14])[C:8]([CH3:11])([CH3:10])[CH3:9])([CH3:4])([CH3:3])[CH3:2], predict the reactants needed to synthesize it. (3) The reactants are: C([NH:8][C:9]1[C:10]([CH3:23])=[C:11]([CH3:22])[C:12]2[O:16][C:15]([CH3:18])([CH3:17])[C:14](=[O:19])[C:13]=2[C:20]=1[CH3:21])C1C=CC=CC=1. Given the product [NH2:8][C:9]1[C:10]([CH3:23])=[C:11]([CH3:22])[C:12]2[O:16][C:15]([CH3:17])([CH3:18])[C:14](=[O:19])[C:13]=2[C:20]=1[CH3:21], predict the reactants needed to synthesize it. (4) Given the product [NH:20]1[C:28]2[C:23](=[CH:24][C:25]([NH:29][C:2]3[C:3](=[O:19])[N:4]([CH2:15][CH2:16][O:17][CH3:18])[S:5](=[O:14])(=[O:13])[C:6]=3[C:7]3[CH:12]=[CH:11][CH:10]=[CH:9][CH:8]=3)=[CH:26][CH:27]=2)[CH:22]=[CH:21]1, predict the reactants needed to synthesize it. The reactants are: Cl[C:2]1[C:3](=[O:19])[N:4]([CH2:15][CH2:16][O:17][CH3:18])[S:5](=[O:14])(=[O:13])[C:6]=1[C:7]1[CH:12]=[CH:11][CH:10]=[CH:9][CH:8]=1.[NH:20]1[C:28]2[C:23](=[CH:24][C:25]([NH2:29])=[CH:26][CH:27]=2)[CH:22]=[CH:21]1. (5) Given the product [Cl:1][C:2]1[CH:3]=[C:4]([O:24][CH3:25])[C:5]([O:22][CH3:23])=[C:6]([CH:8]([NH:10][C:11]2[CH:16]=[C:15]([N:26]3[CH2:31][CH2:30][NH:29][CH2:28][CH2:27]3)[CH:14]=[CH:13][C:12]=2[S:18]([CH3:21])(=[O:20])=[O:19])[CH3:9])[CH:7]=1, predict the reactants needed to synthesize it. The reactants are: [Cl:1][C:2]1[CH:3]=[C:4]([O:24][CH3:25])[C:5]([O:22][CH3:23])=[C:6]([CH:8]([NH:10][C:11]2[CH:16]=[C:15](F)[CH:14]=[CH:13][C:12]=2[S:18]([CH3:21])(=[O:20])=[O:19])[CH3:9])[CH:7]=1.[NH:26]1[CH2:31][CH2:30][NH:29][CH2:28][CH2:27]1.CCN(C(C)C)C(C)C.C(#N)C. (6) Given the product [C@H:50]12[CH2:56][C@H:53]([NH:54][CH2:55]1)[CH2:52][N:51]2[CH2:46][C:42]1[CH:41]=[C:40]([C:35]2[C:36]([F:39])=[CH:37][CH:38]=[C:33]([CH2:32][NH:31][C:29]([C:25]3[CH:26]=[CH:27][CH:28]=[C:23]([C:21]([NH:20][CH2:19][C:10]4[C:11]([NH:12][CH:13]5[CH2:18][CH2:17][O:16][CH2:15][CH2:14]5)=[C:6]5[CH:5]=[N:4][N:3]([CH2:1][CH3:2])[C:7]5=[N:8][C:9]=4[CH2:48][CH3:49])=[O:22])[N:24]=3)=[O:30])[CH:34]=2)[CH:45]=[CH:44][CH:43]=1, predict the reactants needed to synthesize it. The reactants are: [CH2:1]([N:3]1[C:7]2=[N:8][C:9]([CH2:48][CH3:49])=[C:10]([CH2:19][NH:20][C:21]([C:23]3[CH:28]=[CH:27][CH:26]=[C:25]([C:29]([NH:31][CH2:32][C:33]4[CH:34]=[C:35]([C:40]5[CH:45]=[CH:44][CH:43]=[C:42]([CH:46]=O)[CH:41]=5)[C:36]([F:39])=[CH:37][CH:38]=4)=[O:30])[N:24]=3)=[O:22])[C:11]([NH:12][CH:13]3[CH2:18][CH2:17][O:16][CH2:15][CH2:14]3)=[C:6]2[CH:5]=[N:4]1)[CH3:2].[C@H:50]12[CH2:56][C@H:53]([NH:54][CH2:55]1)[CH2:52][N:51]2C(OC(C)(C)C)=O.C(O)(=O)C. (7) Given the product [Br:1][C:2]1[CH:3]=[C:4]([O:10][CH2:11][CH3:12])[C:5]([CH2:9][OH:16])=[N:6][CH:7]=1, predict the reactants needed to synthesize it. The reactants are: [Br:1][C:2]1[CH:3]=[C:4]([O:10][CH2:11][CH3:12])[C:5]([CH3:9])=[N+:6]([O-])[CH:7]=1.FC(F)(F)C(OC(=O)C(F)(F)F)=[O:16].